Dataset: Reaction yield outcomes from USPTO patents with 853,638 reactions. Task: Predict the reaction yield, written as a fraction of the theoretical maximum amount of product (1.0 means a 100% yield; for example, 0.34 means a 34% yield). The reactants are C[N:2](C)/[CH:3]=[CH:4]/[C:5]([C:7]1[CH:15]=[C:14]2[C:10]([C:11]([CH2:24][CH3:25])=[N:12][N:13]2COCC[Si](C)(C)C)=[CH:9][CH:8]=1)=O.Cl.[CH2:28]([O:35][C:36]1[CH:37]=[C:38]([NH:42]N)[CH:39]=[CH:40][CH:41]=1)[C:29]1[CH:34]=[CH:33][CH:32]=[CH:31][CH:30]=1. The catalyst is C(O)C. The product is [CH2:28]([O:35][C:36]1[CH:37]=[C:38]([N:42]2[C:5]([C:7]3[CH:15]=[C:14]4[C:10]([C:11]([CH2:24][CH3:25])=[N:12][NH:13]4)=[CH:9][CH:8]=3)=[CH:4][CH:3]=[N:2]2)[CH:39]=[CH:40][CH:41]=1)[C:29]1[CH:30]=[CH:31][CH:32]=[CH:33][CH:34]=1. The yield is 0.590.